The task is: Regression. Given two drug SMILES strings and cell line genomic features, predict the synergy score measuring deviation from expected non-interaction effect.. This data is from NCI-60 drug combinations with 297,098 pairs across 59 cell lines. (1) Drug 1: C1CN(CCN1C(=O)CCBr)C(=O)CCBr. Drug 2: N.N.Cl[Pt+2]Cl. Cell line: SF-295. Synergy scores: CSS=45.5, Synergy_ZIP=-4.67, Synergy_Bliss=1.45, Synergy_Loewe=-5.62, Synergy_HSA=2.40. (2) Drug 1: C1CCN(CC1)CCOC2=CC=C(C=C2)C(=O)C3=C(SC4=C3C=CC(=C4)O)C5=CC=C(C=C5)O. Drug 2: C1=CN(C=N1)CC(O)(P(=O)(O)O)P(=O)(O)O. Cell line: SNB-75. Synergy scores: CSS=2.96, Synergy_ZIP=-2.01, Synergy_Bliss=0.724, Synergy_Loewe=-1.19, Synergy_HSA=-1.17. (3) Cell line: RPMI-8226. Drug 1: C1=C(C(=O)NC(=O)N1)N(CCCl)CCCl. Drug 2: C1CN1P(=S)(N2CC2)N3CC3. Synergy scores: CSS=48.3, Synergy_ZIP=1.14, Synergy_Bliss=2.88, Synergy_Loewe=-4.59, Synergy_HSA=5.47. (4) Drug 1: CC(C1=C(C=CC(=C1Cl)F)Cl)OC2=C(N=CC(=C2)C3=CN(N=C3)C4CCNCC4)N. Drug 2: CN(CC1=CN=C2C(=N1)C(=NC(=N2)N)N)C3=CC=C(C=C3)C(=O)NC(CCC(=O)O)C(=O)O. Cell line: HCT116. Synergy scores: CSS=44.7, Synergy_ZIP=-3.68, Synergy_Bliss=-4.37, Synergy_Loewe=-11.6, Synergy_HSA=-2.57. (5) Drug 1: C1=C(C(=O)NC(=O)N1)N(CCCl)CCCl. Drug 2: COC1=C2C(=CC3=C1OC=C3)C=CC(=O)O2. Cell line: NCI-H322M. Synergy scores: CSS=2.19, Synergy_ZIP=1.11, Synergy_Bliss=1.50, Synergy_Loewe=0.338, Synergy_HSA=-0.0313. (6) Drug 1: C1C(C(OC1N2C=C(C(=O)NC2=O)F)CO)O. Drug 2: CN1C(=O)N2C=NC(=C2N=N1)C(=O)N. Cell line: NCI-H226. Synergy scores: CSS=3.45, Synergy_ZIP=-1.14, Synergy_Bliss=2.46, Synergy_Loewe=0.508, Synergy_HSA=0.686. (7) Drug 1: CS(=O)(=O)CCNCC1=CC=C(O1)C2=CC3=C(C=C2)N=CN=C3NC4=CC(=C(C=C4)OCC5=CC(=CC=C5)F)Cl. Drug 2: C1=NNC2=C1C(=O)NC=N2. Cell line: SK-MEL-2. Synergy scores: CSS=21.9, Synergy_ZIP=-11.1, Synergy_Bliss=-13.4, Synergy_Loewe=3.28, Synergy_HSA=-3.73.